From a dataset of Peptide-MHC class II binding affinity with 134,281 pairs from IEDB. Regression. Given a peptide amino acid sequence and an MHC pseudo amino acid sequence, predict their binding affinity value. This is MHC class II binding data. (1) The peptide sequence is DSGKVIPEWCCRSCT. The MHC is HLA-DQA10201-DQB10402 with pseudo-sequence HLA-DQA10201-DQB10402. The binding affinity (normalized) is 0.433. (2) The peptide sequence is IPTAFKIGKTYTPEE. The MHC is HLA-DQA10101-DQB10501 with pseudo-sequence HLA-DQA10101-DQB10501. The binding affinity (normalized) is 0.338. (3) The peptide sequence is YAGIRRDGLLLRLVD. The MHC is H-2-IAb with pseudo-sequence H-2-IAb. The binding affinity (normalized) is 0.